Task: Predict the product of the given reaction.. Dataset: Forward reaction prediction with 1.9M reactions from USPTO patents (1976-2016) (1) The product is: [F:1][C:2]1[CH:7]=[C:6]([I:8])[CH:5]=[CH:4][C:3]=1[NH:9][C:10]1[CH:18]=[N:17][CH:16]=[CH:15][C:11]=1[C:12]([NH:24][CH2:23][CH2:22][CH2:21][CH2:20][OH:19])=[O:14]. Given the reactants [F:1][C:2]1[CH:7]=[C:6]([I:8])[CH:5]=[CH:4][C:3]=1[NH:9][C:10]1[CH:18]=[N:17][CH:16]=[CH:15][C:11]=1[C:12]([OH:14])=O.[OH:19][CH2:20][CH2:21][CH2:22][CH2:23][NH2:24], predict the reaction product. (2) Given the reactants [CH2:1]([O:3][C:4]([C:6]1([NH:15][C:16](=[O:25])[C:17]2[CH:22]=[CH:21][CH:20]=[C:19]([CH3:23])[C:18]=2I)[CH2:14][C:13]2[C:8](=[CH:9][CH:10]=[CH:11][CH:12]=2)[CH2:7]1)=[O:5])[CH3:2].[CH:26](/B(O)O)=[CH:27]\[CH3:28].C([O-])([O-])=O.[K+].[K+], predict the reaction product. The product is: [CH2:1]([O:3][C:4]([C:6]1([NH:15][C:16](=[O:25])[C:17]2[CH:22]=[CH:21][CH:20]=[C:19]([CH3:23])[C:18]=2[CH:26]=[CH:27][CH3:28])[CH2:14][C:13]2[C:8](=[CH:9][CH:10]=[CH:11][CH:12]=2)[CH2:7]1)=[O:5])[CH3:2]. (3) Given the reactants Cl.[Cl:2][C:3]1[CH:4]=[N+:5]([O-:35])[CH:6]=[C:7]([Cl:34])[C:8]=1[CH2:9][C@@H:10]([C:19]1[CH:24]=[CH:23][C:22]([O:25][CH:26]([F:28])[F:27])=[C:21]([O:29][CH2:30][CH:31]2[CH2:33][CH2:32]2)[CH:20]=1)[O:11][C:12]([C@H:14]1[NH:18][CH2:17][CH2:16][S:15]1)=[O:13].[N+:36]([C:39]1[CH:44]=[CH:43][C:42]([S:45](Cl)(=[O:47])=[O:46])=[CH:41][CH:40]=1)([O-:38])=[O:37], predict the reaction product. The product is: [Cl:2][C:3]1[CH:4]=[N+:5]([O-:35])[CH:6]=[C:7]([Cl:34])[C:8]=1[CH2:9][C@@H:10]([C:19]1[CH:24]=[CH:23][C:22]([O:25][CH:26]([F:28])[F:27])=[C:21]([O:29][CH2:30][CH:31]2[CH2:33][CH2:32]2)[CH:20]=1)[O:11][C:12]([CH:14]1[N:18]([S:45]([C:42]2[CH:41]=[CH:40][C:39]([N+:36]([O-:38])=[O:37])=[CH:44][CH:43]=2)(=[O:46])=[O:47])[CH2:17][CH2:16][S:15]1)=[O:13]. (4) Given the reactants [CH:1]1([O:7][C:8]2[CH:13]=[CH:12][C:11]([CH2:14][C:15](N(OC)C)=[O:16])=[CH:10][CH:9]=2)[CH2:6][CH2:5][CH2:4][CH2:3][CH2:2]1.[CH:21]1([Mg]Br)[CH2:23][CH2:22]1.C(=O)=O.CC(C)=O, predict the reaction product. The product is: [CH:1]1([O:7][C:8]2[CH:9]=[CH:10][C:11]([CH2:14][C:15]([CH:21]3[CH2:23][CH2:22]3)=[O:16])=[CH:12][CH:13]=2)[CH2:2][CH2:3][CH2:4][CH2:5][CH2:6]1. (5) Given the reactants C(N(CC)CC)C.[NH:8]1[C:12]2=[N:13][CH:14]=[CH:15][CH:16]=[C:11]2[C:10]([C:17]2[NH:21][CH:20]=[C:19]([C:22]([OH:24])=O)[CH:18]=2)=[N:9]1.[NH2:25][CH2:26][CH2:27][N:28]1[CH2:33][CH2:32][O:31][CH2:30][CH2:29]1.C(P(=O)(OCC)OCC)#N, predict the reaction product. The product is: [N:28]1([CH2:27][CH2:26][NH:25][C:22]([C:19]2[CH:18]=[C:17]([C:10]3[C:11]4[C:12](=[N:13][CH:14]=[CH:15][CH:16]=4)[NH:8][N:9]=3)[NH:21][CH:20]=2)=[O:24])[CH2:33][CH2:32][O:31][CH2:30][CH2:29]1. (6) Given the reactants [N:1]1([C:10]2[S:14][C:13]([C:15]([O:17]C)=[O:16])=[C:12]([NH:19][C:20](=[O:27])[C:21]3[CH:26]=[CH:25][CH:24]=[CH:23][CH:22]=3)[CH:11]=2)[C:5]2[CH:6]=[CH:7][CH:8]=[CH:9][C:4]=2[N:3]=[CH:2]1.[Li+].[OH-].Cl, predict the reaction product. The product is: [N:1]1([C:10]2[S:14][C:13]([C:15]([OH:17])=[O:16])=[C:12]([NH:19][C:20](=[O:27])[C:21]3[CH:22]=[CH:23][CH:24]=[CH:25][CH:26]=3)[CH:11]=2)[C:5]2[CH:6]=[CH:7][CH:8]=[CH:9][C:4]=2[N:3]=[CH:2]1. (7) Given the reactants Br[C:2]1[C:3]([C:16]#[N:17])=[N:4][CH:5]=[C:6]([CH2:8][C:9]2[CH:14]=[CH:13][C:12]([F:15])=[CH:11][CH:10]=2)[CH:7]=1.C(=O)([O-])[O-].[Cs+].[Cs+].[CH3:24][O:25][C:26]1[CH:32]=[CH:31][C:29]([NH2:30])=[CH:28][CH:27]=1, predict the reaction product. The product is: [F:15][C:12]1[CH:13]=[CH:14][C:9]([CH2:8][C:6]2[CH:7]=[C:2]([NH:30][C:29]3[CH:31]=[CH:32][C:26]([O:25][CH3:24])=[CH:27][CH:28]=3)[C:3]([C:16]#[N:17])=[N:4][CH:5]=2)=[CH:10][CH:11]=1.